From a dataset of Forward reaction prediction with 1.9M reactions from USPTO patents (1976-2016). Predict the product of the given reaction. (1) Given the reactants [Cl:1][C:2]1[N:7]=[C:6]([CH3:8])[C:5](C)=[C:4]([CH3:10])[N:3]=1.CC1C(C)=C(C)N=[C:14]([OH:20])N=1, predict the reaction product. The product is: [Cl:1][C:2]1[N:7]=[C:6]([CH3:8])[C:5]([O:20][CH3:14])=[C:4]([CH3:10])[N:3]=1. (2) Given the reactants [NH2:1][C:2]1[N:3]=[CH:4][C:5]([C:8]2[CH:13]=[CH:12][C:11]([C:14]3[C:15]([S:20]([NH:23]C(C)(C)C)(=[O:22])=[O:21])=[CH:16][CH:17]=[CH:18][CH:19]=3)=[C:10]([F:28])[C:9]=2[F:29])=[N:6][CH:7]=1, predict the reaction product. The product is: [NH2:1][C:2]1[N:3]=[CH:4][C:5]([C:8]2[CH:13]=[CH:12][C:11]([C:14]3[C:15]([S:20]([NH2:23])(=[O:21])=[O:22])=[CH:16][CH:17]=[CH:18][CH:19]=3)=[C:10]([F:28])[C:9]=2[F:29])=[N:6][CH:7]=1.